Dataset: Forward reaction prediction with 1.9M reactions from USPTO patents (1976-2016). Task: Predict the product of the given reaction. (1) Given the reactants [NH:1]1[C:9]2[C:4](=[CH:5][CH:6]=[CH:7][CH:8]=2)[CH2:3][C:2]1=[O:10].C([O-])(=O)C.[Na+].[Br:16]Br.O, predict the reaction product. The product is: [Br:16][C:6]1[CH:5]=[C:4]2[C:9](=[CH:8][CH:7]=1)[NH:1][C:2](=[O:10])[CH2:3]2. (2) The product is: [Cl:1][C:2]1[CH:7]=[CH:6][CH:5]=[CH:4][C:3]=1[C:8]1[N:9]([C:16]2[CH:21]=[CH:20][C:19]([Cl:22])=[CH:18][CH:17]=2)[CH:10]=[C:11]([C:13]([NH:37][S:34]([C:31]2[CH:30]=[CH:29][C:28]([C:27]([F:26])([F:39])[F:38])=[CH:33][CH:32]=2)(=[O:35])=[O:36])=[O:15])[N:12]=1. Given the reactants [Cl:1][C:2]1[CH:7]=[CH:6][CH:5]=[CH:4][C:3]=1[C:8]1[N:9]([C:16]2[CH:21]=[CH:20][C:19]([Cl:22])=[CH:18][CH:17]=2)[CH:10]=[C:11]([C:13]([OH:15])=O)[N:12]=1.N=C=N.[F:26][C:27]([F:39])([F:38])[C:28]1[CH:33]=[CH:32][C:31]([S:34]([NH2:37])(=[O:36])=[O:35])=[CH:30][CH:29]=1, predict the reaction product. (3) Given the reactants [CH2:1]([NH:8][C:9]([NH:11][C:12]1[CH:17]=[CH:16][CH:15]=[CH:14][CH:13]=1)=[O:10])[C:2]1[CH:7]=[CH:6][CH:5]=[CH:4][CH:3]=1.[C:18](O)(=[O:23])[CH2:19][C:20](O)=[O:21].C(OC(=O)C)(=O)C, predict the reaction product. The product is: [CH2:1]([N:8]1[C:18](=[O:23])[CH2:19][C:20](=[O:21])[N:11]([C:12]2[CH:17]=[CH:16][CH:15]=[CH:14][CH:13]=2)[C:9]1=[O:10])[C:2]1[CH:3]=[CH:4][CH:5]=[CH:6][CH:7]=1. (4) Given the reactants [F:1][CH:2]([CH:6](OC)OC)[C:3](=O)[CH3:4].S(O)(O)(=O)=O.[NH2:16][C:17]1[NH:18][CH:19]=[CH:20][N:21]=1.[NH2:16][C:17]1[NH:18][CH:19]=[CH:20][N:21]=1, predict the reaction product. The product is: [F:1][C:2]1[C:3]([CH3:4])=[N:16][C:17]2[N:18]([CH:19]=[CH:20][N:21]=2)[CH:6]=1. (5) Given the reactants B(O)(O)[C:2]1[CH:3]=[CH:4][C:5]([CH3:8])=[CH:6][CH:7]=1.[NH2:11][C:12]1[N:13]=[C:14]([N:23]2[CH2:28][CH2:27][N:26]([C:29](=[O:39])[CH2:30][O:31][C:32]3[CH:37]=[CH:36][C:35]([Cl:38])=[CH:34][CH:33]=3)[CH2:25][CH2:24]2)[C:15]2[N:21]=[C:20](Cl)[CH:19]=[CH:18][C:16]=2[N:17]=1, predict the reaction product. The product is: [NH2:11][C:12]1[N:13]=[C:14]([N:23]2[CH2:24][CH2:25][N:26]([C:29](=[O:39])[CH2:30][O:31][C:32]3[CH:37]=[CH:36][C:35]([Cl:38])=[CH:34][CH:33]=3)[CH2:27][CH2:28]2)[C:15]2[N:21]=[C:20]([C:2]3[CH:3]=[CH:4][C:5]([CH3:8])=[CH:6][CH:7]=3)[CH:19]=[CH:18][C:16]=2[N:17]=1. (6) Given the reactants [C:1](#[N:5])[CH2:2][C:3]#[N:4].[N+:6]([C:9]1[N:14]=[CH:13][C:12]([C:15](=O)[CH2:16][NH:17]C(=O)C)=[CH:11][CH:10]=1)([O-:8])=[O:7].[OH-].[K+], predict the reaction product. The product is: [NH2:4][C:3]1[NH:17][CH:16]=[C:15]([C:12]2[CH:13]=[N:14][C:9]([N+:6]([O-:8])=[O:7])=[CH:10][CH:11]=2)[C:2]=1[C:1]#[N:5]. (7) Given the reactants [CH3:1][O:2][C:3]1[CH:10]=[CH:9][C:6]([CH:7]=O)=[CH:5][N:4]=1.[CH3:11][O:12][C:13]1[CH:14]=[C:15]([NH2:19])[CH:16]=[N:17][CH:18]=1, predict the reaction product. The product is: [CH3:11][O:12][C:13]1[CH:14]=[C:15]([N:19]=[CH:7][C:6]2[CH:5]=[N:4][C:3]([O:2][CH3:1])=[CH:10][CH:9]=2)[CH:16]=[N:17][CH:18]=1.